Task: Predict which catalyst facilitates the given reaction.. Dataset: Catalyst prediction with 721,799 reactions and 888 catalyst types from USPTO (1) Reactant: [CH3:1][C:2]1[CH:7]=[C:6]([O:8][CH:9]2[CH2:12][N:11]([C:13](=[O:16])[CH2:14][CH3:15])[CH2:10]2)[CH:5]=[C:4]([CH3:17])[C:3]=1[C:18]1[CH:23]=[CH:22][CH:21]=[C:20]([CH2:24][O:25][C:26]2[CH:39]=[CH:38][C:29]3[C@H:30]([CH2:33][C:34]([O:36]C)=[O:35])[CH2:31][O:32][C:28]=3[CH:27]=2)[CH:19]=1.[OH-].[Li+].Cl.O. Product: [CH3:1][C:2]1[CH:7]=[C:6]([O:8][CH:9]2[CH2:12][N:11]([C:13](=[O:16])[CH2:14][CH3:15])[CH2:10]2)[CH:5]=[C:4]([CH3:17])[C:3]=1[C:18]1[CH:23]=[CH:22][CH:21]=[C:20]([CH2:24][O:25][C:26]2[CH:39]=[CH:38][C:29]3[C@H:30]([CH2:33][C:34]([OH:36])=[O:35])[CH2:31][O:32][C:28]=3[CH:27]=2)[CH:19]=1. The catalyst class is: 5. (2) Reactant: [C:1]([C:3]1[CH:8]=[CH:7][N:6]2[N:9]=[CH:10][C:11]([C:12]3[N:20]=[C:19]4[C:15]([NH:16][C:17](=[O:26])[N:18]4[C@H:21]([CH3:25])[C:22](O)=[O:23])=[CH:14][N:13]=3)=[C:5]2[CH:4]=1)#[N:2]. Product: [OH:23][CH2:22][C@H:21]([N:18]1[C:17](=[O:26])[NH:16][C:15]2[C:19]1=[N:20][C:12]([C:11]1[CH:10]=[N:9][N:6]3[CH:7]=[CH:8][C:3]([C:1]#[N:2])=[CH:4][C:5]=13)=[N:13][CH:14]=2)[CH3:25]. The catalyst class is: 1. (3) Reactant: [H-].[Na+].[O:3]=[C:4]1[NH:9][CH2:8][CH2:7][N:6]([C:10]([O:12][C:13]([CH3:16])([CH3:15])[CH3:14])=[O:11])[CH2:5]1.Cl.[CH3:18][N:19]([CH3:23])[CH2:20][CH2:21]Cl. Product: [CH3:18][N:19]([CH3:23])[CH2:20][CH2:21][N:9]1[CH2:8][CH2:7][N:6]([C:10]([O:12][C:13]([CH3:16])([CH3:15])[CH3:14])=[O:11])[CH2:5][C:4]1=[O:3]. The catalyst class is: 3.